Dataset: Forward reaction prediction with 1.9M reactions from USPTO patents (1976-2016). Task: Predict the product of the given reaction. (1) Given the reactants C(C(CCC)=O)=C.N12CCCN=C1CCCCC2.C[O-].[Na+].CO.[CH2:24]([C:28]1([CH2:42][CH2:43][C:44](=[O:48])[CH2:45][CH2:46][CH3:47])[CH2:36][C:35]2[C:30](=[CH:31][C:32]([F:40])=[C:33]([O:38][CH3:39])[C:34]=2[Cl:37])[C:29]1=O)[CH2:25][CH2:26][CH3:27].Cl, predict the reaction product. The product is: [CH2:24]([C:28]12[CH2:42][CH2:43][C:44](=[O:48])[C:45]([CH2:46][CH3:47])=[C:29]1[C:30]1[C:35](=[C:34]([Cl:37])[C:33]([O:38][CH3:39])=[C:32]([F:40])[CH:31]=1)[CH2:36]2)[CH2:25][CH2:26][CH3:27]. (2) Given the reactants [F:1][C:2]([F:16])([F:15])[C:3](=[O:14])[CH2:4][CH2:5][CH2:6][CH2:7][CH2:8][CH2:9][C:10]([O:12]C)=[O:11].[Li+].[OH-], predict the reaction product. The product is: [F:1][C:2]([F:15])([F:16])[C:3](=[O:14])[CH2:4][CH2:5][CH2:6][CH2:7][CH2:8][CH2:9][C:10]([OH:12])=[O:11].